Dataset: Full USPTO retrosynthesis dataset with 1.9M reactions from patents (1976-2016). Task: Predict the reactants needed to synthesize the given product. (1) Given the product [N:6]1([C:11]2[CH:31]=[CH:30][C:14]([CH2:15][C:16]3[C:17]([O:28][CH3:29])=[N:18][C:19]4[C:24]([C:25]=3[Cl:26])=[CH:23][C:22]([C:40]([C:37]3[CH:38]=[N:39][C:34]([O:33][CH3:32])=[CH:35][CH:36]=3)([C:42]3[S:46][CH:45]=[N:44][CH:43]=3)[OH:41])=[CH:21][CH:20]=4)=[CH:13][CH:12]=2)[CH:10]=[CH:9][CH:8]=[N:7]1, predict the reactants needed to synthesize it. The reactants are: C([Li])CCC.[N:6]1([C:11]2[CH:31]=[CH:30][C:14]([CH2:15][C:16]3[C:17]([O:28][CH3:29])=[N:18][C:19]4[C:24]([C:25]=3[Cl:26])=[CH:23][C:22](Br)=[CH:21][CH:20]=4)=[CH:13][CH:12]=2)[CH:10]=[CH:9][CH:8]=[N:7]1.[CH3:32][O:33][C:34]1[N:39]=[CH:38][C:37]([C:40]([C:42]2[S:46][CH:45]=[N:44][CH:43]=2)=[O:41])=[CH:36][CH:35]=1. (2) The reactants are: Cl[C:2]1[N:7]=[C:6]([NH:8][CH2:9][C:10]2[CH:11]=[N:12][C:13]([Cl:16])=[CH:14][CH:15]=2)[N:5]=[C:4]([NH:17][C:18]2[CH:23]=[CH:22][C:21]([F:24])=[C:20]([C:25]([F:28])([F:27])[F:26])[CH:19]=2)[N:3]=1.O.[NH2:30][NH2:31]. Given the product [Cl:16][C:13]1[N:12]=[CH:11][C:10]([CH2:9][NH:8][C:6]2[N:5]=[C:4]([NH:17][C:18]3[CH:23]=[CH:22][C:21]([F:24])=[C:20]([C:25]([F:28])([F:27])[F:26])[CH:19]=3)[N:3]=[C:2]([NH:30][NH2:31])[N:7]=2)=[CH:15][CH:14]=1, predict the reactants needed to synthesize it. (3) Given the product [C:19]([O:18][C:16]([N:23]1[CH2:28][CH2:27][CH:26]([NH:13][C:8]2[CH:9]=[CH:10][CH:11]=[CH:12][C:7]=2[O:6][C:5]2[CH:14]=[CH:15][C:2]([Cl:1])=[CH:3][CH:4]=2)[CH2:25][CH2:24]1)=[O:17])([CH3:22])([CH3:20])[CH3:21], predict the reactants needed to synthesize it. The reactants are: [Cl:1][C:2]1[CH:15]=[CH:14][C:5]([O:6][C:7]2[CH:12]=[CH:11][CH:10]=[CH:9][C:8]=2[NH2:13])=[CH:4][CH:3]=1.[C:16]([N:23]1[CH2:28][CH2:27][C:26](=O)[CH2:25][CH2:24]1)([O:18][C:19]([CH3:22])([CH3:21])[CH3:20])=[O:17].C(O)(=O)C.C(O[BH-](OC(=O)C)OC(=O)C)(=O)C.[Na+]. (4) Given the product [ClH:27].[F:26][C:22]1[CH:21]=[C:20]([CH:25]=[CH:24][CH:23]=1)[O:19][C:16]1[N:15]=[C:14]([C@H:10]2[CH2:11][CH2:12][CH2:13][NH:8][CH2:9]2)[O:18][N:17]=1, predict the reactants needed to synthesize it. The reactants are: C(OC([N:8]1[CH2:13][CH2:12][CH2:11][C@H:10]([C:14]2[O:18][N:17]=[C:16]([O:19][C:20]3[CH:25]=[CH:24][CH:23]=[C:22]([F:26])[CH:21]=3)[N:15]=2)[CH2:9]1)=O)(C)(C)C.[ClH:27]. (5) Given the product [Cl:66][C:63]1[S:62][C:61]([S:58]([NH:57][C:49]2[C:50]3[C:55](=[CH:54][CH:53]=[CH:52][C:51]=3[F:56])[N:47]([CH2:46][C:42]3[CH:41]=[C:40]([CH2:39][NH:38][C:25](=[O:28])[CH3:26])[CH:45]=[CH:44][CH:43]=3)[N:48]=2)(=[O:60])=[O:59])=[CH:65][CH:64]=1, predict the reactants needed to synthesize it. The reactants are: CN(C(ON1N=NC2C=CC=NC1=2)=[N+](C)C)C.F[P-](F)(F)(F)(F)F.[C:25]([OH:28])(=O)[CH3:26].C(N(CC)C(C)C)(C)C.[NH2:38][CH2:39][C:40]1[CH:41]=[C:42]([CH2:46][N:47]2[C:55]3[C:50](=[C:51]([F:56])[CH:52]=[CH:53][CH:54]=3)[C:49]([NH:57][S:58]([C:61]3[S:62][C:63]([Cl:66])=[CH:64][CH:65]=3)(=[O:60])=[O:59])=[N:48]2)[CH:43]=[CH:44][CH:45]=1. (6) Given the product [Br:9][C:10]1[CH:11]=[C:12]2[C:16](=[CH:17][CH:18]=1)[N:15]([C:6]1[CH:5]=[CH:4][N:3]=[C:2]([NH2:1])[N:7]=1)[CH:14]=[CH:13]2, predict the reactants needed to synthesize it. The reactants are: [NH2:1][C:2]1[N:7]=[C:6](Cl)[CH:5]=[CH:4][N:3]=1.[Br:9][C:10]1[CH:11]=[C:12]2[C:16](=[CH:17][CH:18]=1)[NH:15][CH:14]=[CH:13]2.C([O-])([O-])=O.[Cs+].[Cs+]. (7) Given the product [C:1]([O:5][C:6]([NH:8][C@:9]1([CH3:24])[C@H:13]([CH2:14][F:15])[CH2:12][NH:11][CH2:10]1)=[O:7])([CH3:4])([CH3:3])[CH3:2], predict the reactants needed to synthesize it. The reactants are: [C:1]([O:5][C:6]([NH:8][C@:9]1([CH3:24])[C@H:13]([CH2:14][F:15])[CH2:12][N:11]([C@@H](C2C=CC=CC=2)C)[CH2:10]1)=[O:7])([CH3:4])([CH3:3])[CH3:2].